Dataset: Forward reaction prediction with 1.9M reactions from USPTO patents (1976-2016). Task: Predict the product of the given reaction. (1) Given the reactants [CH:1]1([C:4]2[C:14]3[CH2:13][CH2:12][N:11]([C:15]([O:17][C:18]([CH3:21])([CH3:20])[CH3:19])=[O:16])[CH2:10][CH2:9][C:8]=3[CH:7]=[C:6]3[O:22][CH2:23][CH2:24][N:25]([CH2:26][C@@H:27]([O:40][CH3:41])[CH2:28]OS(C4C=CC(C)=CC=4)(=O)=O)[C:5]=23)[CH2:3][CH2:2]1.[F-:42].C([N+](CCCC)(CCCC)CCCC)CCC.C(=O)([O-])O.[Na+], predict the reaction product. The product is: [CH:1]1([C:4]2[C:14]3[CH2:13][CH2:12][N:11]([C:15]([O:17][C:18]([CH3:21])([CH3:20])[CH3:19])=[O:16])[CH2:10][CH2:9][C:8]=3[CH:7]=[C:6]3[O:22][CH2:23][CH2:24][N:25]([CH2:26][C@@H:27]([O:40][CH3:41])[CH2:28][F:42])[C:5]=23)[CH2:3][CH2:2]1. (2) Given the reactants [CH3:1][O:2][CH2:3][C:4]1([C:16]([O:18]C)=[O:17])[CH2:8][CH2:7][N:6]([C:9]([O:11][C:12]([CH3:15])([CH3:14])[CH3:13])=[O:10])[CH2:5]1.[Li+].[OH-], predict the reaction product. The product is: [C:12]([O:11][C:9]([N:6]1[CH2:7][CH2:8][C:4]([CH2:3][O:2][CH3:1])([C:16]([OH:18])=[O:17])[CH2:5]1)=[O:10])([CH3:15])([CH3:14])[CH3:13].